The task is: Predict the product of the given reaction.. This data is from Forward reaction prediction with 1.9M reactions from USPTO patents (1976-2016). (1) Given the reactants F[C:2]1[CH:7]=[C:6]([F:8])[CH:5]=[CH:4][C:3]=1[S:9]([CH:12]=[CH:13][C:14]1[C:15]([NH:23][CH3:24])=[N:16][C:17](S(C)=O)=[N:18][CH:19]=1)(=[O:11])=[O:10].[NH:25]1[CH2:30][CH2:29][O:28][CH2:27][CH2:26]1, predict the reaction product. The product is: [CH:24]1([NH:23][C:15]2[C:14](/[CH:13]=[CH:12]/[S:9]([C:3]3[CH:4]=[CH:5][C:6]([F:8])=[CH:7][C:2]=3[N:25]3[CH2:30][CH2:29][O:28][CH2:27][CH2:26]3)(=[O:11])=[O:10])=[CH:19][N:18]=[C:17]([N:25]3[CH2:30][CH2:29][O:28][CH2:27][CH2:26]3)[N:16]=2)[CH2:4][CH2:3][CH2:2][CH2:7]1. (2) The product is: [Cl:16][C:17]1[CH:22]=[CH:21][C:20]([N+:23]([O-:25])=[O:24])=[CH:19][C:18]=1[NH:26][CH2:3][C:4]1[C:5]([NH:12][CH3:13])=[N:6][C:7]([S:10][CH3:11])=[N:8][CH:9]=1. Given the reactants Cl.Cl[CH2:3][C:4]1[C:5]([NH:12][CH3:13])=[N:6][C:7]([S:10][CH3:11])=[N:8][CH:9]=1.[I-].[Na+].[Cl:16][C:17]1[CH:22]=[CH:21][C:20]([N+:23]([O-:25])=[O:24])=[CH:19][C:18]=1[NH2:26], predict the reaction product. (3) Given the reactants [NH:1]1[CH2:6][CH2:5][CH2:4][CH2:3][CH2:2]1.[F:7][C:8]([F:18])([F:17])[C:9]1[CH:16]=[CH:15][C:12]([CH:13]=O)=[CH:11][CH:10]=1.[C:19]([C:23]1[CH:28]=[C:27]([C:29]([CH3:32])([CH3:31])[CH3:30])[CH:26]=[CH:25][C:24]=1[OH:33])([CH3:22])([CH3:21])[CH3:20], predict the reaction product. The product is: [C:19]([C:23]1[CH:28]=[C:27]([C:29]([CH3:32])([CH3:31])[CH3:30])[CH:26]=[C:25]([CH:13]([N:1]2[CH2:6][CH2:5][CH2:4][CH2:3][CH2:2]2)[C:12]2[CH:15]=[CH:16][C:9]([C:8]([F:18])([F:17])[F:7])=[CH:10][CH:11]=2)[C:24]=1[OH:33])([CH3:22])([CH3:21])[CH3:20]. (4) Given the reactants [OH:1][C:2]1[CH:11]=[C:10]2[C:5]([C:6]([N:12]3[CH2:17][CH2:16][N:15]([C:18]([O:20][C:21]([CH3:24])([CH3:23])[CH3:22])=[O:19])[CH2:14][CH2:13]3)=[N:7][CH:8]=[N:9]2)=[CH:4][C:3]=1[O:25][CH3:26].C([O-])([O-])=O.[Cs+].[Cs+].[Cl:33][CH:34](OS(C1C=CC(C)=CC=1)(=O)=O)[CH3:35], predict the reaction product. The product is: [C:21]([O:20][C:18]([N:15]1[CH2:16][CH2:17][N:12]([C:6]2[C:5]3[C:10](=[CH:11][C:2]([O:1][CH2:35][CH2:34][Cl:33])=[C:3]([O:25][CH3:26])[CH:4]=3)[N:9]=[CH:8][N:7]=2)[CH2:13][CH2:14]1)=[O:19])([CH3:22])([CH3:23])[CH3:24]. (5) Given the reactants [F:1][C:2]([F:31])([F:30])[C:3]1[CH:4]=[N:5][C:6]2[CH2:7][CH2:8][N:9]([C:13]([C@:15]34[CH2:22][C@H:21]([N:23]5[CH2:28][CH2:27][C:26](=[O:29])[CH2:25][CH2:24]5)[CH2:20][C@H:16]3[O:17][CH2:18][CH2:19]4)=[O:14])[CH2:10][C:11]=2[CH:12]=1.C[Si]([N-][Si](C)(C)C)(C)C.[K+].C1C=CC(N([S:49]([C:52]([F:55])([F:54])[F:53])(=[O:51])=[O:50])[S:49]([C:52]([F:55])([F:54])[F:53])(=[O:51])=[O:50])=CC=1.[NH4+].[Cl-], predict the reaction product. The product is: [F:53][C:52]([F:55])([F:54])[S:49]([O:29][C:26]1[CH2:27][CH2:28][N:23]([C@@H:21]2[CH2:20][C@H:16]3[O:17][CH2:18][CH2:19][C@@:15]3([C:13]([N:9]3[CH2:8][CH2:7][C:6]4[N:5]=[CH:4][C:3]([C:2]([F:30])([F:1])[F:31])=[CH:12][C:11]=4[CH2:10]3)=[O:14])[CH2:22]2)[CH2:24][CH:25]=1)(=[O:51])=[O:50]. (6) Given the reactants [CH:1]1[CH:2]=[CH:3][C:4]2[N:16]([C:17]([NH2:19])=[O:18])[C:15]3[CH:14]=[CH:13][CH:12]=[CH:11][C:10]=3[C:8](=[O:9])[CH2:7][C:5]=2[CH:6]=1.C(OCC)(=O)C.O.C(O)=O, predict the reaction product. The product is: [CH:1]1[CH:2]=[CH:3][C:4]2[N:16]([C:17]([NH2:19])=[O:18])[C:15]3[CH:14]=[CH:13][CH:12]=[CH:11][C:10]=3[C@@H:8]([OH:9])[CH2:7][C:5]=2[CH:6]=1. (7) Given the reactants [CH3:1][Si:2]([CH3:33])([CH3:32])[CH2:3][CH2:4][O:5][CH2:6][N:7]1[C:15]2[CH2:14][CH2:13][CH:12]([C:16]3C=NN(COCC[Si](C)(C)C)C=3)[CH2:11][C:10]=2[C:9]([C:29]([OH:31])=[O:30])=[N:8]1.[CH2:34]1C2(CCC(=O)CC2)C[O:35]1, predict the reaction product. The product is: [CH3:33][Si:2]([CH3:1])([CH3:32])[CH2:3][CH2:4][O:5][CH2:6][N:7]1[C:15]2[CH2:14][CH2:13][C:12]3([CH2:16][O:35][CH2:34]3)[CH2:11][C:10]=2[C:9]([C:29]([OH:31])=[O:30])=[N:8]1. (8) The product is: [NH2:1][C:2]1[C:3]2[N:4]([C:8]([CH:25]3[CH2:28][CH2:27][CH2:26]3)=[N:9][C:10]=2[C:11]2[CH2:12][CH2:13][N:14]([C:17]([CH:19]3[CH2:24][CH2:23][CH2:22][CH2:21][CH2:20]3)=[O:18])[CH2:15][CH:16]=2)[CH:5]=[CH:6][N:7]=1. Given the reactants [NH2:1][C:2]1[C:3]2[N:4]([C:8]([CH:25]3[CH2:28][CH2:27][CH2:26]3)=[N:9][C:10]=2[C:11]2[CH2:12][CH2:13][N:14]([C:17]([C:19]3[CH:24]=[CH:23][CH:22]=[CH:21][CH:20]=3)=[O:18])[CH2:15][CH:16]=2)[CH:5]=[CH:6][N:7]=1.C1(C(O)=O)CCCCC1, predict the reaction product.